The task is: Predict the product of the given reaction.. This data is from Forward reaction prediction with 1.9M reactions from USPTO patents (1976-2016). (1) Given the reactants [NH2:1][C:2]1[CH:11]=[CH:10][C:9]([Br:12])=[CH:8][C:3]=1[C:4]([O:6][CH3:7])=[O:5].C(O)(=O)C.[CH:17](=O)[CH2:18][CH3:19].C(O[BH-](OC(=O)C)OC(=O)C)(=O)C.[Na+], predict the reaction product. The product is: [Br:12][C:9]1[CH:10]=[CH:11][C:2]([NH:1][CH2:17][CH2:18][CH3:19])=[C:3]([CH:8]=1)[C:4]([O:6][CH3:7])=[O:5]. (2) Given the reactants O[C:2]1[C:7]([NH:8][C:9](=[O:17])[C:10]2[CH:15]=[CH:14][C:13]([F:16])=[CH:12][CH:11]=2)=[C:6](O)[N:5]=[CH:4][N:3]=1.C(N(C(C)C)CC)(C)C.O=P(Cl)(Cl)[Cl:30], predict the reaction product. The product is: [Cl:30][C:6]1[C:7]2[N:8]=[C:9]([C:10]3[CH:11]=[CH:12][C:13]([F:16])=[CH:14][CH:15]=3)[O:17][C:2]=2[N:3]=[CH:4][N:5]=1. (3) Given the reactants [N:1]1[CH:2]=[CH:3][N:4]2[C:9]([C:10]3[CH:16]=[CH:15][C:13]([NH2:14])=[CH:12][C:11]=3[CH3:17])=[CH:8][CH:7]=[CH:6][C:5]=12.Cl[C:19]1[C:24]2[CH:25]=[CH:26][O:27][C:23]=2[CH:22]=[CH:21][N:20]=1.C(=O)([O-])[O-].[Cs+].[Cs+].C1(P(C2C=CC=CC=2)C2C3OC4C(=CC=CC=4P(C4C=CC=CC=4)C4C=CC=CC=4)C(C)(C)C=3C=CC=2)C=CC=CC=1, predict the reaction product. The product is: [N:1]1[CH:2]=[CH:3][N:4]2[C:9]([C:10]3[CH:16]=[CH:15][C:13]([NH:14][C:19]4[C:24]5[CH:25]=[CH:26][O:27][C:23]=5[CH:22]=[CH:21][N:20]=4)=[CH:12][C:11]=3[CH3:17])=[CH:8][CH:7]=[CH:6][C:5]=12.